This data is from Forward reaction prediction with 1.9M reactions from USPTO patents (1976-2016). The task is: Predict the product of the given reaction. (1) The product is: [O:4]1[C:5]2([CH2:10][CH2:9][C:8]([C:11]3[C:19]4[C:14](=[CH:15][CH:16]=[C:17]([O:30][CH3:29])[CH:18]=4)[NH:13][CH:12]=3)=[CH:7][CH2:6]2)[O:1][CH2:2][CH2:3]1. Given the reactants [O:1]1[C:5]2([CH2:10][CH2:9][C:8]([C:11]3[C:19]4[C:14](=[CH:15][CH:16]=[CH:17][CH:18]=4)[NH:13][CH:12]=3)=[CH:7][CH2:6]2)[O:4][CH2:3][CH2:2]1.N1C2C(=CC=CC=2)C=C1.[CH3:29][O:30]C1NC2C(C=1)=CC=CC=2, predict the reaction product. (2) Given the reactants [Br:1][C:2]1[N:7]=[CH:6][C:5]2[N:8]=[C:9]([CH2:14][OH:15])[N:10]([CH:11]([CH3:13])[CH3:12])[C:4]=2[CH:3]=1.[Mn]([O-])(=O)(=O)=[O:17].[K+].CC(C)=O, predict the reaction product. The product is: [Br:1][C:2]1[N:7]=[CH:6][C:5]2[N:8]=[C:9]([C:14]([OH:17])=[O:15])[N:10]([CH:11]([CH3:12])[CH3:13])[C:4]=2[CH:3]=1. (3) Given the reactants Cl[C:2]1[N:3]=[C:4]([N:29]2[CH2:34][CH2:33][O:32][CH2:31][CH2:30]2)[C:5]2[S:10][C:9]([C:11]3[CH:12]=[C:13]([NH:17][C:18]([CH2:20][NH:21][C:22](=[O:28])[O:23][C:24]([CH3:27])([CH3:26])[CH3:25])=[O:19])[CH:14]=[CH:15][CH:16]=3)=[CH:8][C:6]=2[N:7]=1.[NH2:35][C:36]1[CH:41]=[CH:40][C:39](B2OC(C)(C)C(C)(C)O2)=[CH:38][N:37]=1, predict the reaction product. The product is: [NH2:35][C:36]1[CH:41]=[CH:40][C:39]([C:2]2[N:3]=[C:4]([N:29]3[CH2:34][CH2:33][O:32][CH2:31][CH2:30]3)[C:5]3[S:10][C:9]([C:11]4[CH:12]=[C:13]([NH:17][C:18]([CH2:20][NH:21][C:22](=[O:28])[O:23][C:24]([CH3:27])([CH3:26])[CH3:25])=[O:19])[CH:14]=[CH:15][CH:16]=4)=[CH:8][C:6]=3[N:7]=2)=[CH:38][N:37]=1. (4) Given the reactants O=[C:2]1[CH2:6][CH2:5][CH2:4][CH:3]1[C:7]#[N:8].[NH:9]([CH2:11][CH2:12][OH:13])[NH2:10], predict the reaction product. The product is: [NH2:8][C:7]1[N:9]([CH2:11][CH2:12][OH:13])[N:10]=[C:2]2[CH2:6][CH2:5][CH2:4][C:3]=12. (5) Given the reactants [Cl:1][C:2]1[CH:7]=[CH:6][C:5]([N:8]2[CH:14]=[CH:13][C:12](=[O:15])[N:11]([CH2:16][CH2:17][CH2:18][C:19]([N:21]3[CH2:28][CH2:27][C:24]4([CH2:26][CH2:25]4)[C@H:23]([OH:29])[CH2:22]3)=[O:20])[CH2:10][C@H:9]2[CH3:30])=[CH:4][C:3]=1[C:31]([F:34])([F:33])[F:32].C(O)(=O)C, predict the reaction product. The product is: [Cl:1][C:2]1[CH:7]=[CH:6][C:5]([N:8]2[CH2:14][CH2:13][C:12](=[O:15])[N:11]([CH2:16][CH2:17][CH2:18][C:19]([N:21]3[CH2:28][CH2:27][C:24]4([CH2:26][CH2:25]4)[C@H:23]([OH:29])[CH2:22]3)=[O:20])[CH2:10][C@H:9]2[CH3:30])=[CH:4][C:3]=1[C:31]([F:32])([F:33])[F:34]. (6) Given the reactants [CH3:1][O:2][C:3]1[CH:11]=[CH:10][C:6]([C:7]([OH:9])=O)=[CH:5][CH:4]=1.CCN=C=NCCC[N:20]([CH3:22])C.C1C=CC2N(O)N=NC=2C=1.[CH3:33][O:34]CN.CCN(C(C)C)C(C)C, predict the reaction product. The product is: [CH3:33][O:34][N:20]([CH3:22])[C:7](=[O:9])[C:6]1[CH:5]=[CH:4][C:3]([O:2][CH3:1])=[CH:11][CH:10]=1.